Regression. Given a peptide amino acid sequence and an MHC pseudo amino acid sequence, predict their binding affinity value. This is MHC class I binding data. From a dataset of Peptide-MHC class I binding affinity with 185,985 pairs from IEDB/IMGT. (1) The peptide sequence is LVRDITESL. The binding affinity (normalized) is 0.0847. The MHC is HLA-B39:01 with pseudo-sequence HLA-B39:01. (2) The peptide sequence is RSRPSGDLR. The MHC is Mamu-B6601 with pseudo-sequence Mamu-B6601. The binding affinity (normalized) is 0.654. (3) The peptide sequence is GQRVYSWVY. The MHC is HLA-B08:03 with pseudo-sequence HLA-B08:03. The binding affinity (normalized) is 0.0847. (4) The peptide sequence is MRIGSMATL. The MHC is HLA-B46:01 with pseudo-sequence HLA-B46:01. The binding affinity (normalized) is 0.0847. (5) The peptide sequence is SMYQLMITI. The MHC is HLA-A02:06 with pseudo-sequence HLA-A02:06. The binding affinity (normalized) is 0.420.